From a dataset of Peptide-MHC class I binding affinity with 185,985 pairs from IEDB/IMGT. Regression. Given a peptide amino acid sequence and an MHC pseudo amino acid sequence, predict their binding affinity value. This is MHC class I binding data. (1) The peptide sequence is GYLTDNDEI. The MHC is H-2-Ld with pseudo-sequence H-2-Ld. The binding affinity (normalized) is 0. (2) The peptide sequence is AEAQMSIQL. The MHC is HLA-B45:01 with pseudo-sequence HLA-B45:01. The binding affinity (normalized) is 0.491. (3) The peptide sequence is VQYRILPMI. The MHC is HLA-A30:02 with pseudo-sequence HLA-A30:02. The binding affinity (normalized) is 0.349. (4) The peptide sequence is RQHGFTPSK. The MHC is HLA-A68:02 with pseudo-sequence HLA-A68:02. The binding affinity (normalized) is 0.0847. (5) The peptide sequence is HRIQEELFY. The MHC is HLA-B35:01 with pseudo-sequence HLA-B35:01. The binding affinity (normalized) is 0.0847. (6) The peptide sequence is REQASYLYV. The MHC is HLA-B48:01 with pseudo-sequence HLA-B48:01. The binding affinity (normalized) is 0.0847.